This data is from Full USPTO retrosynthesis dataset with 1.9M reactions from patents (1976-2016). The task is: Predict the reactants needed to synthesize the given product. (1) Given the product [F:51][C:50]([F:53])([F:52])[C:47]1[O:46][C:45]([CH2:44][N:1]2[C:9]3[C:4](=[CH:5][CH:6]=[CH:7][CH:8]=3)[C@@:3]3([CH2:13][O:12][C:11]4[CH:14]=[C:15]5[C:19](=[CH:20][C:10]3=4)[CH2:18][CH2:17][O:16]5)[C:2]2=[O:21])=[CH:49][CH:48]=1, predict the reactants needed to synthesize it. The reactants are: [NH:1]1[C:9]2[C:4](=[CH:5][CH:6]=[CH:7][CH:8]=2)[C@@:3]2([CH2:13][O:12][C:11]3[CH:14]=[C:15]4[C:19](=[CH:20][C:10]2=3)[CH2:18][CH2:17][O:16]4)[C:2]1=[O:21].N1C2C(=CC=CC=2)C2(COC3C=C4C(=CC2=3)CCO4)C1=O.Br[CH2:44][C:45]1[O:46][C:47]([C:50]([F:53])([F:52])[F:51])=[CH:48][CH:49]=1.ClCC1C=NC(OC)=NC=1. (2) Given the product [CH2:1]([O:3][C:4]([C:6]1[C:12]2[NH:13][C:14]3[CH2:15][CH2:16][CH2:17][CH2:18][C:19]=3[C:11]=2[CH2:10][CH2:9][N:8]([C:20](=[O:28])[C:21]2[CH:26]=[CH:25][C:24]([F:27])=[CH:23][CH:22]=2)[CH:7]=1)=[O:5])[CH3:2], predict the reactants needed to synthesize it. The reactants are: [CH2:1]([O:3][C:4]([CH:6]1[C:12]2[NH:13][C:14]3[CH2:15][CH2:16][CH2:17][CH2:18][C:19]=3[C:11]=2[CH2:10][CH2:9][N:8]([C:20](=[O:28])[C:21]2[CH:26]=[CH:25][C:24]([F:27])=[CH:23][CH:22]=2)[CH2:7]1)=[O:5])[CH3:2].ClOC(C)(C)C.O. (3) Given the product [CH2:25]([NH:27][C:28]([C@H:30]1[CH2:34][CH2:33][N:32]([C:21]([C:6]2[CH:7]=[C:8]3[C:3](=[CH:4][CH:5]=2)[N:2]([CH3:1])[C:14]2[CH2:13][CH2:12][C@@H:11]([CH:15]4[CH2:20][CH2:19][O:18][CH2:17][CH2:16]4)[CH2:10][C:9]3=2)=[O:23])[CH2:31]1)=[O:29])[CH3:26], predict the reactants needed to synthesize it. The reactants are: [CH3:1][N:2]1[C:14]2[CH2:13][CH2:12][C@@H:11]([CH:15]3[CH2:20][CH2:19][O:18][CH2:17][CH2:16]3)[CH2:10][C:9]=2[C:8]2[C:3]1=[CH:4][CH:5]=[C:6]([C:21]([OH:23])=O)[CH:7]=2.Cl.[CH2:25]([NH:27][C:28]([C@H:30]1[CH2:34][CH2:33][NH:32][CH2:31]1)=[O:29])[CH3:26].CN(C(ON1N=NC2C=CC=NC1=2)=[N+](C)C)C.F[P-](F)(F)(F)(F)F.C(N(CC)C(C)C)(C)C.